This data is from Forward reaction prediction with 1.9M reactions from USPTO patents (1976-2016). The task is: Predict the product of the given reaction. (1) Given the reactants [NH2:1][CH2:2][CH:3]1[CH2:8][CH2:7][C:6]([N:15]([CH3:17])[CH3:16])([C:9]2[CH:14]=[CH:13][CH:12]=[CH:11][CH:10]=2)[CH2:5][CH2:4]1.[Cl-].COC1N=C(OC)N=C([N+]2(C)CCOCC2)N=1.[NH:36]1[C:44]2[C:39](=[CH:40][CH:41]=[CH:42][CH:43]=2)[C:38]([CH2:45][CH2:46][CH2:47][CH2:48][CH2:49][C:50](O)=[O:51])=[CH:37]1, predict the reaction product. The product is: [CH3:16][N:15]([CH3:17])[C:6]1([C:9]2[CH:10]=[CH:11][CH:12]=[CH:13][CH:14]=2)[CH2:5][CH2:4][CH:3]([CH2:2][NH:1][C:50](=[O:51])[CH2:49][CH2:48][CH2:47][CH2:46][CH2:45][C:38]2[C:39]3[C:44](=[CH:43][CH:42]=[CH:41][CH:40]=3)[NH:36][CH:37]=2)[CH2:8][CH2:7]1. (2) Given the reactants [CH3:1][O:2][C:3]1[CH:4]=[C:5]2[C:10](=[CH:11][C:12]=1[O:13][CH3:14])[N:9]=[CH:8][N:7]=[C:6]2[O:15][C:16]1[CH:22]=[CH:21][C:19]([NH2:20])=[C:18]([N+:23]([O-:25])=[O:24])[CH:17]=1.ClC(Cl)(O[C:30](=[O:36])OC(Cl)(Cl)Cl)Cl.[CH3:38][C:39]1[CH:51]=[CH:50][CH:49]=[CH:48][C:40]=1[CH2:41][N:42]1[CH2:46][CH2:45][CH:44]([NH2:47])[CH2:43]1.C(=O)([O-])O.[Na+], predict the reaction product. The product is: [CH3:1][O:2][C:3]1[CH:4]=[C:5]2[C:10](=[CH:11][C:12]=1[O:13][CH3:14])[N:9]=[CH:8][N:7]=[C:6]2[O:15][C:16]1[CH:22]=[CH:21][C:19]([NH:20][C:30]([NH:47][CH:44]2[CH2:45][CH2:46][N:42]([CH2:41][C:40]3[CH:48]=[CH:49][CH:50]=[CH:51][C:39]=3[CH3:38])[CH2:43]2)=[O:36])=[C:18]([N+:23]([O-:25])=[O:24])[CH:17]=1. (3) Given the reactants ClC1C=CC2SC=C(CN3CCN(C4SC(C(O)=O)=C(C)N=4)C3=O)C=2C=1.[F:27][C:28]1[CH:49]=[CH:48][C:31]([CH2:32][N:33]2[CH2:37][CH2:36][N:35]([C:38]3[S:39][C:40]([C:44](O)=[O:45])=[C:41]([CH3:43])[N:42]=3)[C:34]2=[O:47])=[CH:30][CH:29]=1.[CH3:50][C:51]1[N:52]=[CH:53][C:54]([CH2:57][NH2:58])=[N:55][CH:56]=1, predict the reaction product. The product is: [F:27][C:28]1[CH:29]=[CH:30][C:31]([CH2:32][N:33]2[CH2:37][CH2:36][N:35]([C:38]3[S:39][C:40]([C:44]([NH:58][CH2:57][C:54]4[CH:53]=[N:52][C:51]([CH3:50])=[CH:56][N:55]=4)=[O:45])=[C:41]([CH3:43])[N:42]=3)[C:34]2=[O:47])=[CH:48][CH:49]=1. (4) Given the reactants [CH2:1]([Mg][Cl:6])[CH2:2][CH2:3][CH3:4].[CH3:7][N:8]([CH3:21])[C:9]1(C#N)[CH2:18][CH2:17][C:12]2([O:16][CH2:15][CH2:14][O:13]2)[CH2:11][CH2:10]1.[Cl-].[NH4+].Cl[Si](C)(C)C, predict the reaction product. The product is: [ClH:6].[CH2:1]([C:9]1([N:8]([CH3:21])[CH3:7])[CH2:18][CH2:17][C:12]2([O:16][CH2:15][CH2:14][O:13]2)[CH2:11][CH2:10]1)[CH2:2][CH2:3][CH3:4]. (5) The product is: [F:31][C:2]([F:30])([F:1])[CH2:3][NH:4][C:5]([C:7]1([CH2:20][CH2:21][CH2:22][CH2:23][N:24]2[CH2:25][CH2:26][N:27]([C:40](=[O:41])[NH:39][CH2:32][C:33]3[CH:38]=[CH:37][CH:36]=[CH:35][CH:34]=3)[CH2:28][CH2:29]2)[C:8]2[CH:9]=[CH:10][CH:11]=[CH:12][C:13]=2[C:14]2[C:19]1=[CH:18][CH:17]=[CH:16][CH:15]=2)=[O:6]. Given the reactants [F:1][C:2]([F:31])([F:30])[CH2:3][NH:4][C:5]([C:7]1([CH2:20][CH2:21][CH2:22][CH2:23][N:24]2[CH2:29][CH2:28][NH:27][CH2:26][CH2:25]2)[C:19]2[CH:18]=[CH:17][CH:16]=[CH:15][C:14]=2[C:13]2[C:8]1=[CH:9][CH:10]=[CH:11][CH:12]=2)=[O:6].[CH2:32]([N:39]=[C:40]=[O:41])[C:33]1[CH:38]=[CH:37][CH:36]=[CH:35][CH:34]=1, predict the reaction product. (6) Given the reactants [C:1]([NH2:9])(=[O:8])[C:2]1[CH:7]=[CH:6][CH:5]=[CH:4][CH:3]=1.[CH3:10][C:11]([CH:14]=O)([CH3:13])[CH3:12].[NH:16]1[C:20]2[CH:21]=[CH:22][CH:23]=[CH:24][C:19]=2[N:18]=[N:17]1.C1(C)C=CC(S(O)(=O)=O)=CC=1, predict the reaction product. The product is: [N:16]1([CH:14]([NH:9][C:1](=[O:8])[C:2]2[CH:7]=[CH:6][CH:5]=[CH:4][CH:3]=2)[C:11]([CH3:12])([CH3:13])[CH3:10])[C:20]2[CH:21]=[CH:22][CH:23]=[CH:24][C:19]=2[N:18]=[N:17]1.